Dataset: Full USPTO retrosynthesis dataset with 1.9M reactions from patents (1976-2016). Task: Predict the reactants needed to synthesize the given product. (1) The reactants are: [C:1]1([C:7]2[N:8]=[CH:9][NH:10][C:11]=2[CH2:12][OH:13])[CH:6]=[CH:5][CH:4]=[CH:3][CH:2]=1. Given the product [C:1]1([C:7]2[N:8]=[CH:9][NH:10][C:11]=2[CH:12]=[O:13])[CH:2]=[CH:3][CH:4]=[CH:5][CH:6]=1, predict the reactants needed to synthesize it. (2) Given the product [CH2:1]([O:3][C:4]([C:6]1[O:10][C:9]([C:15]2[CH:16]=[CH:17][C:18]([S:19]([CH3:22])(=[O:20])=[O:21])=[C:13]([F:12])[CH:14]=2)=[N:8][CH:7]=1)=[O:5])[CH3:2], predict the reactants needed to synthesize it. The reactants are: [CH2:1]([O:3][C:4]([C:6]1[O:10][C:9](Cl)=[N:8][CH:7]=1)=[O:5])[CH3:2].[F:12][C:13]1[CH:14]=[C:15](B(O)O)[CH:16]=[CH:17][C:18]=1[S:19]([CH3:22])(=[O:21])=[O:20]. (3) The reactants are: [NH2:1][CH2:2][C:3]1[C:4]([F:20])=[C:5]([O:10][C:11]2[CH:12]=[C:13]([CH:16]=[C:17](Br)[CH:18]=2)[C:14]#[N:15])[C:6]([Cl:9])=[CH:7][CH:8]=1.[CH2:21]([Sn](CCCC)(CCCC)CCCC)[CH:22]=[CH2:23]. Given the product [NH2:1][CH2:2][C:3]1[C:4]([F:20])=[C:5]([O:10][C:11]2[CH:12]=[C:13]([CH:16]=[C:17]([CH2:23][CH:22]=[CH2:21])[CH:18]=2)[C:14]#[N:15])[C:6]([Cl:9])=[CH:7][CH:8]=1, predict the reactants needed to synthesize it. (4) Given the product [N+:1]([C:4]1[CH:5]=[N:6][C:7]2[CH2:8][CH2:9][CH:10]([OH:14])[CH2:11][C:12]=2[CH:13]=1)([O-:3])=[O:2], predict the reactants needed to synthesize it. The reactants are: [N+:1]([C:4]1[CH:5]=[N:6][C:7]2[CH2:8][CH2:9][C:10](=[O:14])[CH2:11][C:12]=2[CH:13]=1)([O-:3])=[O:2].[BH4-].[Na+].C([O-])(O)=O.[Na+]. (5) Given the product [N:8]1[C:7]2[C:2](=[N:3][CH:4]=[CH:5][CH:6]=2)[O:10][C:9]=1[C:11]1[CH:20]=[CH:19][C:14]([C:15]([O:17][CH3:18])=[O:16])=[CH:13][CH:12]=1, predict the reactants needed to synthesize it. The reactants are: Cl[C:2]1[C:7]([NH:8][C:9]([C:11]2[CH:20]=[CH:19][C:14]([C:15]([O:17][CH3:18])=[O:16])=[CH:13][CH:12]=2)=[O:10])=[CH:6][CH:5]=[CH:4][N:3]=1.C[Si](OP(=O)=O)(C)C. (6) Given the product [CH3:1][C:2]1[CH:3]=[C:4]([CH:7]=[CH:8][C:9]=1[N+:10]([O-:12])=[O:11])[CH2:5][N:16]1[C:15]([C:14]([F:13])([F:25])[F:24])=[CH:19][C:18]([C:20]([F:21])([F:22])[F:23])=[N:17]1, predict the reactants needed to synthesize it. The reactants are: [CH3:1][C:2]1[CH:3]=[C:4]([CH:7]=[CH:8][C:9]=1[N+:10]([O-:12])=[O:11])[CH2:5]Cl.[F:13][C:14]([F:25])([F:24])[C:15]1[CH:19]=[C:18]([C:20]([F:23])([F:22])[F:21])[NH:17][N:16]=1.C(=O)([O-])[O-].[K+].[K+].O. (7) The reactants are: [CH:1]1([C:4]2[C:5]([O:14][CH2:15][C:16]([F:19])([F:18])[F:17])=[CH:6][C:7]([C:10](=[N:12][OH:13])[NH2:11])=[N:8][CH:9]=2)[CH2:3][CH2:2]1.[CH:20]1([C:23](Cl)=O)[CH2:22][CH2:21]1. Given the product [CH:20]1([C:23]2[O:13][N:12]=[C:10]([C:7]3[CH:6]=[C:5]([O:14][CH2:15][C:16]([F:19])([F:17])[F:18])[C:4]([CH:1]4[CH2:3][CH2:2]4)=[CH:9][N:8]=3)[N:11]=2)[CH2:22][CH2:21]1, predict the reactants needed to synthesize it. (8) Given the product [NH2:23][C:2]1[C:11]2[N:12]=[C:13]([OH:22])[N:14]([CH2:15][C:16]3[CH:17]=[N:18][CH:19]=[CH:20][CH:21]=3)[C:10]=2[C:9]2[CH:8]=[CH:7][CH:6]=[CH:5][C:4]=2[N:3]=1, predict the reactants needed to synthesize it. The reactants are: Cl[C:2]1[C:11]2[N:12]=[C:13]([OH:22])[N:14]([CH2:15][C:16]3[CH:17]=[N:18][CH:19]=[CH:20][CH:21]=3)[C:10]=2[C:9]2[CH:8]=[CH:7][CH:6]=[CH:5][C:4]=2[N:3]=1.[NH3:23]. (9) The reactants are: I[C:2]1[CH:7]=[N:6][C:5]([O:8][CH2:9][CH:10]2[CH2:15][CH2:14][N:13]([CH2:16][C:17]3([C:21]([F:24])([F:23])[F:22])[CH2:20][CH2:19][CH2:18]3)[CH2:12][CH2:11]2)=[CH:4][N:3]=1.[CH3:25][O:26][C:27]([C:29]1[CH:34]=[CH:33][C:32](B(O)O)=[CH:31][CH:30]=1)=[O:28].C([O-])([O-])=O.[Cs+].[Cs+].O1CCOCC1. Given the product [F:22][C:21]([F:24])([F:23])[C:17]1([CH2:16][N:13]2[CH2:14][CH2:15][CH:10]([CH2:9][O:8][C:5]3[N:6]=[CH:7][C:2]([C:32]4[CH:33]=[CH:34][C:29]([C:27]([O:26][CH3:25])=[O:28])=[CH:30][CH:31]=4)=[N:3][CH:4]=3)[CH2:11][CH2:12]2)[CH2:20][CH2:19][CH2:18]1, predict the reactants needed to synthesize it.